From a dataset of Forward reaction prediction with 1.9M reactions from USPTO patents (1976-2016). Predict the product of the given reaction. (1) Given the reactants [ClH:1].[N:2]1[CH:7]=[CH:6][CH:5]=[CH:4][C:3]=1[CH2:8][C:9]([OH:11])=[O:10].[CH3:12][N:13]([C:15]([O:19][N:20]1[N:28]=[N:27][C:22]2[CH:23]=[CH:24][CH:25]=[N:26][C:21]1=2)=[N+:16]([CH3:18])[CH3:17])[CH3:14].[F:29][P-:30]([F:35])([F:34])([F:33])([F:32])[F:31].CCN(C(C)C)C(C)C.[NH:45]1[C:53]2[C:48](=[C:49]([C:54]3[CH:55]=[C:56]([NH2:69])[C:57]4[C:61]([CH:62]=3)=[N:60][N:59](C3CCCCO3)[CH:58]=4)[CH:50]=[CH:51][CH:52]=2)[CH:47]=[CH:46]1, predict the reaction product. The product is: [ClH:1].[N:2]1[CH:7]=[CH:6][CH:5]=[CH:4][C:3]=1[CH2:8][C:9]([OH:11])=[O:10].[CH3:18][N:16]([C:15]([O:19][N:20]1[N:28]=[N:27][C:22]2[CH:23]=[CH:24][CH:25]=[N:26][C:21]1=2)=[N+:13]([CH3:14])[CH3:12])[CH3:17].[F:29][P-:30]([F:35])([F:34])([F:33])([F:32])[F:31].[NH:45]1[C:53]2[C:48](=[C:49]([C:54]3[CH:62]=[C:61]4[C:57]([CH:58]=[N:59][NH:60]4)=[C:56]([NH:69][C:9](=[O:11])[CH2:8][C:3]4[CH:4]=[CH:5][CH:6]=[CH:7][N:2]=4)[CH:55]=3)[CH:50]=[CH:51][CH:52]=2)[CH:47]=[CH:46]1. (2) Given the reactants Cl[C:2]1[N:7]=[C:6]([NH:8][C:9]2[S:10][C:11]([CH3:14])=[CH:12][N:13]=2)[C:5]([Cl:15])=[CH:4][N:3]=1.[F:16][C:17]1[CH:22]=[CH:21][C:20]([C@@H:23]([NH2:25])[CH3:24])=[CH:19][CH:18]=1.CCN(C(C)C)C(C)C, predict the reaction product. The product is: [Cl:15][C:5]1[C:6]([NH:8][C:9]2[S:10][C:11]([CH3:14])=[CH:12][N:13]=2)=[N:7][C:2]([NH:25][C@H:23]([C:20]2[CH:21]=[CH:22][C:17]([F:16])=[CH:18][CH:19]=2)[CH3:24])=[N:3][CH:4]=1.